This data is from Reaction yield outcomes from USPTO patents with 853,638 reactions. The task is: Predict the reaction yield, written as a fraction of the theoretical maximum amount of product (1.0 means a 100% yield; for example, 0.34 means a 34% yield). (1) The reactants are C[O:2][C:3]1[CH:20]=[CH:19][C:6]2[N:7]=[C:8]([C:10]3[CH:15]=[CH:14][C:13]([N+:16]([O-:18])=[O:17])=[CH:12][CH:11]=3)[S:9][C:5]=2[CH:4]=1.B(Br)(Br)Br. The catalyst is C(Cl)Cl. The product is [N+:16]([C:13]1[CH:12]=[CH:11][C:10]([C:8]2[S:9][C:5]3[CH:4]=[C:3]([OH:2])[CH:20]=[CH:19][C:6]=3[N:7]=2)=[CH:15][CH:14]=1)([O-:18])=[O:17]. The yield is 0.530. (2) The reactants are [N:1]([C:4]1[C:13]([S:14][CH2:15][C:16]2[CH:21]=[CH:20][CH:19]=[CH:18][CH:17]=2)=[CH:12][C:7]([C:8]([O:10][CH3:11])=[O:9])=[C:6]([NH:22][C:23]2[CH:28]=[CH:27][CH:26]=[CH:25][C:24]=2[Cl:29])[C:5]=1[F:30])=[N+]=[N-].[H][H]. The catalyst is CO.[Pd]. The product is [NH2:1][C:4]1[C:13]([S:14][CH2:15][C:16]2[CH:21]=[CH:20][CH:19]=[CH:18][CH:17]=2)=[CH:12][C:7]([C:8]([O:10][CH3:11])=[O:9])=[C:6]([NH:22][C:23]2[CH:28]=[CH:27][CH:26]=[CH:25][C:24]=2[Cl:29])[C:5]=1[F:30]. The yield is 1.00. (3) The reactants are CO[C:3]([C:5]1[CH:10]=[N:9][C:8]([O:11][CH2:12][C:13]2[C:14]([C:18]3[CH:23]=[CH:22][C:21]([F:24])=[CH:20][CH:19]=3)=[N:15][O:16][CH:17]=2)=[CH:7][N:6]=1)=[O:4].[NH2:25][CH2:26][CH:27]1[CH2:29][CH2:28]1. The product is [CH:27]1([CH2:26][NH:25][C:3]([C:5]2[CH:10]=[N:9][C:8]([O:11][CH2:12][C:13]3[C:14]([C:18]4[CH:19]=[CH:20][C:21]([F:24])=[CH:22][CH:23]=4)=[N:15][O:16][CH:17]=3)=[CH:7][N:6]=2)=[O:4])[CH2:29][CH2:28]1. The yield is 0.520. No catalyst specified. (4) The reactants are Cl[C:2]1[C:3]([C:12]([NH:14][C:15]2[CH:20]=[CH:19][CH:18]=[C:17]([S:21](=[O:24])(=[O:23])[NH2:22])[CH:16]=2)=[O:13])=[N:4][C:5]2[C:10]([N:11]=1)=[CH:9][CH:8]=[CH:7][CH:6]=2.[F:25][C:26]1[CH:31]=[C:30]([F:32])[CH:29]=[CH:28][C:27]=1[OH:33].C(=O)([O-])[O-].[Cs+].[Cs+]. The catalyst is CN1CCCC1=O. The product is [F:25][C:26]1[CH:31]=[C:30]([F:32])[CH:29]=[CH:28][C:27]=1[O:33][C:2]1[C:3]([C:12]([NH:14][C:15]2[CH:20]=[CH:19][CH:18]=[C:17]([S:21](=[O:24])(=[O:23])[NH2:22])[CH:16]=2)=[O:13])=[N:4][C:5]2[C:10]([N:11]=1)=[CH:9][CH:8]=[CH:7][CH:6]=2. The yield is 0.190. (5) The reactants are [CH3:1][C:2]([S:5](/[N:7]=[CH:8]/[C:9]1[N:10]=[C:11]([CH3:14])[NH:12][CH:13]=1)=[O:6])([CH3:4])[CH3:3].[CH3:15][O:16][C:17]1[CH:22]=[CH:21][C:20]([Mg]Br)=[CH:19][CH:18]=1.C1COCC1. The catalyst is C(Cl)Cl. The product is [CH3:15][O:16][C:17]1[CH:22]=[CH:21][C:20]([CH:8]([C:9]2[N:10]=[C:11]([CH3:14])[NH:12][CH:13]=2)[NH:7][S:5]([C:2]([CH3:1])([CH3:3])[CH3:4])=[O:6])=[CH:19][CH:18]=1. The yield is 0.420. (6) The reactants are [C:1]1([CH2:7][N:8](CC2C=CC=CC=2)[CH2:9][C@@H:10]([NH:12][C@H:13]([C:15]([O:17][CH3:18])=[O:16])[CH3:14])[CH3:11])[CH:6]=[CH:5][CH:4]=[CH:3][CH:2]=1.Cl. The catalyst is [Pd].CCO. The product is [CH3:11][C@H:10]([NH:12][C@H:13]([C:15]([O:17][CH3:18])=[O:16])[CH3:14])[CH2:9][NH:8][CH2:7][C:1]1[CH:2]=[CH:3][CH:4]=[CH:5][CH:6]=1. The yield is 0.500.